Dataset: Full USPTO retrosynthesis dataset with 1.9M reactions from patents (1976-2016). Task: Predict the reactants needed to synthesize the given product. (1) Given the product [Cl:7][C:8]1[CH:15]=[C:14]([N:16]([C@H:17]2[CH2:21][C:20](=[O:22])[N:19]([CH2:23][CH2:24][CH2:25][OH:5])[CH2:18]2)[CH2:26][C:27]2[CH:32]=[CH:31][CH:30]=[CH:29][C:28]=2[CH3:33])[CH:13]=[CH:12][C:9]=1[C:10]#[N:11], predict the reactants needed to synthesize it. The reactants are: B.C1C[O:5]CC1.[Cl:7][C:8]1[CH:15]=[C:14]([N:16]([CH2:26][C:27]2[CH:32]=[CH:31][CH:30]=[CH:29][C:28]=2[CH3:33])[C@H:17]2[CH2:21][C:20](=[O:22])[N:19]([CH2:23][CH:24]=[CH2:25])[CH2:18]2)[CH:13]=[CH:12][C:9]=1[C:10]#[N:11].O.OO.[OH-].[Na+]. (2) The reactants are: [OH:1][C:2]1[CH:7]=[C:6]([CH2:8][NH:9][CH:10]=[C:11]2[C:20]3[C:15](=[CH:16][CH:17]=[C:18]([I:21])[CH:19]=3)[C:14](=[O:22])[NH:13][C:12]2=[O:23])[CH:5]=[CH:4][C:3]=1C1C=CC=CC=1.O1C=CC=C1C1C=C2C(=CC=1)C(=O)NC(=O)C2=COC.NCC1C=CC([I:59])=C(O)C=1. Given the product [OH:1][C:2]1[CH:7]=[C:6]([CH:5]=[CH:4][C:3]=1[I:59])[CH2:8][NH:9][CH:10]=[C:11]1[C:20]2[C:15](=[CH:16][CH:17]=[C:18]([I:21])[CH:19]=2)[C:14](=[O:22])[NH:13][C:12]1=[O:23], predict the reactants needed to synthesize it. (3) The reactants are: [C:1]([O:5][C:6](=[O:23])[NH:7][CH:8]([C:10]1[CH:15]=[C:14]([Cl:16])[C:13]([C:17]#[N:18])=[C:12](Br)[C:11]=1[O:20][CH2:21][CH3:22])[CH3:9])([CH3:4])([CH3:3])[CH3:2].[CH3:24][N:25]([CH3:37])[C:26]([C:28]1[N:33]=[CH:32][C:31](B(O)O)=[CH:30][CH:29]=1)=[O:27].C(=O)([O-])[O-].[K+].[K+]. Given the product [C:1]([O:5][C:6](=[O:23])[NH:7][CH:8]([C:10]1[CH:15]=[C:14]([Cl:16])[C:13]([C:17]#[N:18])=[C:12]([C:31]2[CH:32]=[N:33][C:28]([C:26]([N:25]([CH3:37])[CH3:24])=[O:27])=[CH:29][CH:30]=2)[C:11]=1[O:20][CH2:21][CH3:22])[CH3:9])([CH3:4])([CH3:3])[CH3:2], predict the reactants needed to synthesize it. (4) The reactants are: [C:1]([C:3]1[CH:8]=[CH:7][C:6]([N:9]2[C:13]([C:14]3[C:15](=[O:33])[N:16]([CH3:32])[C:17](=[O:31])[N:18]([C:21]4[CH:26]=[CH:25][CH:24]=[C:23]([C:27]([F:30])([F:29])[F:28])[CH:22]=4)[C:19]=3[CH3:20])=[C:12]([C:34]([OH:36])=[O:35])[CH:11]=[N:10]2)=[CH:5][CH:4]=1)#[N:2].[CH3:37][N:38]([CH3:44])[CH2:39][CH2:40][CH2:41][CH2:42]O.ON1C2N=CC=CC=2N=N1.Cl.C(N=C=NCCCN(C)C)C.C(=O)([O-])O.[Na+]. Given the product [C:1]([C:3]1[CH:4]=[CH:5][C:6]([N:9]2[C:13]([C:14]3[C:15](=[O:33])[N:16]([CH3:32])[C:17](=[O:31])[N:18]([C:21]4[CH:26]=[CH:25][CH:24]=[C:23]([C:27]([F:30])([F:28])[F:29])[CH:22]=4)[C:19]=3[CH3:20])=[C:12]([C:34]([O:36][CH2:42][CH2:41][CH2:40][CH2:39][N:38]([CH3:44])[CH3:37])=[O:35])[CH:11]=[N:10]2)=[CH:7][CH:8]=1)#[N:2], predict the reactants needed to synthesize it. (5) Given the product [CH3:1][N:2]([CH2:7][C@H:8]1[CH2:13][CH2:12][C@H:11]([N:14]2[C:19]3[C:20]4[CH:26]=[CH:25][N:24]([CH2:27][O:28][CH2:29][CH2:30][Si:31]([CH3:34])([CH3:33])[CH3:32])[C:21]=4[N:22]=[CH:23][C:18]=3[C:17](=[O:35])[N:16]([CH2:44][C:45]([F:48])([F:47])[F:46])[CH2:15]2)[CH2:10][CH2:9]1)[S:3]([CH3:6])(=[O:5])=[O:4], predict the reactants needed to synthesize it. The reactants are: [CH3:1][N:2]([CH2:7][C@H:8]1[CH2:13][CH2:12][C@H:11]([N:14]2[C:19]3[C:20]4[CH:26]=[CH:25][N:24]([CH2:27][O:28][CH2:29][CH2:30][Si:31]([CH3:34])([CH3:33])[CH3:32])[C:21]=4[N:22]=[CH:23][C:18]=3[C:17](=[O:35])[NH:16][CH2:15]2)[CH2:10][CH2:9]1)[S:3]([CH3:6])(=[O:5])=[O:4].[H-].[Na+].FC(F)(F)S(O[CH2:44][C:45]([F:48])([F:47])[F:46])(=O)=O.O. (6) Given the product [C:24]([CH2:23][C@:18]1([C:20]([OH:22])=[O:21])[O:17][N:16]=[C:15]([C:11]2[CH:12]=[CH:13][CH:14]=[C:9]([OH:8])[CH:10]=2)[CH2:19]1)([OH:26])=[O:25], predict the reactants needed to synthesize it. The reactants are: C([O:8][C:9]1[CH:10]=[C:11]([C:15]2[CH2:19][C@@:18]([CH2:23][C:24]([OH:26])=[O:25])([C:20]([OH:22])=[O:21])[O:17][N:16]=2)[CH:12]=[CH:13][CH:14]=1)C1C=CC=CC=1.C1COCC1. (7) The reactants are: Cl.C(N=C=NCCCN(C)C)C.[C:13]([N:20]1[CH2:27][CH2:26][CH2:25][C@@H:21]1C(O)=O)([O:15][C:16]([CH3:19])([CH3:18])[CH3:17])=[O:14].ClC1C=C(C=CC=1Cl)CN1CCNCC1. Given the product [C:16]([O:15][C:13]([N:20]1[CH2:27][CH2:26][CH2:25][CH2:21]1)=[O:14])([CH3:19])([CH3:17])[CH3:18], predict the reactants needed to synthesize it.